This data is from Reaction yield outcomes from USPTO patents with 853,638 reactions. The task is: Predict the reaction yield, written as a fraction of the theoretical maximum amount of product (1.0 means a 100% yield; for example, 0.34 means a 34% yield). (1) The reactants are Br[C:2]1[CH:7]=[CH:6][CH:5]=[C:4]([N+:8]([O-:10])=[O:9])[CH:3]=1.[CH3:11][C:12]1[CH:17]=[CH:16][CH:15]=[C:14]([CH3:18])[C:13]=1B(O)O.O.[O-]P([O-])([O-])=O.[K+].[K+].[K+].C1(P(C2CCCCC2)C2C=CC=CC=2C2C(OC)=CC=CC=2OC)CCCCC1. The catalyst is C1(C)C=CC=CC=1.C([O-])(=O)C.[Pd+2].C([O-])(=O)C. The product is [CH3:11][C:12]1[CH:17]=[CH:16][CH:15]=[C:14]([CH3:18])[C:13]=1[C:2]1[CH:7]=[CH:6][CH:5]=[C:4]([N+:8]([O-:10])=[O:9])[CH:3]=1. The yield is 0.800. (2) The reactants are C([O:8][C:9]1[CH:18]=[C:17]2[C:12]([C:13](=[O:27])[N:14]([CH2:19][C:20]([O:22][C:23]([CH3:26])([CH3:25])[CH3:24])=[O:21])[CH:15]=[N:16]2)=[CH:11][C:10]=1[O:28][CH3:29])C1C=CC=CC=1. The catalyst is [Pd].CC(N(C)C)=O. The product is [OH:8][C:9]1[CH:18]=[C:17]2[C:12]([C:13](=[O:27])[N:14]([CH2:19][C:20]([O:22][C:23]([CH3:24])([CH3:25])[CH3:26])=[O:21])[CH:15]=[N:16]2)=[CH:11][C:10]=1[O:28][CH3:29]. The yield is 0.430. (3) The reactants are [Cl:1][CH2:2][CH2:3][CH2:4]Cl.[Cl:6][SiH:7]([Cl:9])[Cl:8]. The catalyst is [Cl-].C([P+](CCCC)(CCCC)CCCC)CCC. The product is [Cl:6][Si:7]([Cl:9])([Cl:8])[CH2:2][CH2:3][CH2:4][Si:7]([Cl:9])([Cl:8])[Cl:6].[Cl:1][CH2:2][CH2:3][CH2:4][Si:7]([Cl:9])([Cl:8])[Cl:6]. The yield is 0.720. (4) The reactants are [CH:1]1([C@H:4]2[C@H:13]([CH3:14])[C@@H:12]([NH:15][C:16]3[C:21]([O:22]C)=[CH:20][CH:19]=[CH:18][N:17]=3)[C:11]3[C:6](=[CH:7][CH:8]=[C:9]([F:24])[CH:10]=3)[N:5]2[C:25](=[O:27])[CH3:26])[CH2:3][CH2:2]1.[I-].[Li+]. The catalyst is CN1C(=O)CCC1. The product is [CH:1]1([C@H:4]2[C@H:13]([CH3:14])[C@@H:12]([NH:15][C:16]3[C:21]([OH:22])=[CH:20][CH:19]=[CH:18][N:17]=3)[C:11]3[C:6](=[CH:7][CH:8]=[C:9]([F:24])[CH:10]=3)[N:5]2[C:25](=[O:27])[CH3:26])[CH2:2][CH2:3]1. The yield is 0.0900.